Dataset: Forward reaction prediction with 1.9M reactions from USPTO patents (1976-2016). Task: Predict the product of the given reaction. (1) Given the reactants [Cl:1][C:2]1[C:11]2[C:10]([CH3:13])([CH3:12])[CH2:9][CH:8]=[C:7]([CH:14]([CH3:16])[CH3:15])[C:6]=2[CH:5]=[C:4]([C:17](=O)[CH3:18])[C:3]=1[O:20][CH2:21][CH3:22].[CH3:23][CH2:24][O:25][C:26]([CH:28](P(OCC)(OCC)=O)[F:29])=[O:27].C([Li])CCC, predict the reaction product. The product is: [Cl:1][C:2]1[C:11]2[C:10]([CH3:13])([CH3:12])[CH2:9][CH:8]=[C:7]([CH:14]([CH3:16])[CH3:15])[C:6]=2[CH:5]=[C:4](/[C:17](/[CH3:18])=[C:28](/[F:29])\[C:26]([O:25][CH2:24][CH3:23])=[O:27])[C:3]=1[O:20][CH2:21][CH3:22]. (2) Given the reactants [NH2:1][C:2]1[N:3]=[C:4]([NH:26][C:27]2[CH:32]=[CH:31][C:30]([N:33]3[CH2:38][CH2:37][N:36]([CH3:39])[CH2:35][CH2:34]3)=[CH:29][CH:28]=2)[S:5][C:6]=1[C:7]([C:9]1[CH:14]=[CH:13][C:12]([NH:15][C@@H:16]([CH2:21][OH:22])[CH2:17][CH:18]([CH3:20])[CH3:19])=[C:11]([N+:23]([O-])=O)[CH:10]=1)=[O:8].NN.CC(O)C, predict the reaction product. The product is: [NH2:23][C:11]1[CH:10]=[C:9]([C:7]([C:6]2[S:5][C:4]([NH:26][C:27]3[CH:32]=[CH:31][C:30]([N:33]4[CH2:38][CH2:37][N:36]([CH3:39])[CH2:35][CH2:34]4)=[CH:29][CH:28]=3)=[N:3][C:2]=2[NH2:1])=[O:8])[CH:14]=[CH:13][C:12]=1[NH:15][C@@H:16]([CH2:21][OH:22])[CH2:17][CH:18]([CH3:19])[CH3:20]. (3) The product is: [CH2:34]([NH:41][C:2]1[N:7]=[C:6]([C:8]2[C:16]3[C:11](=[N:12][C:13]([NH:17][CH2:18][CH2:19][N:20]4[CH2:25][CH2:24][O:23][CH2:22][CH2:21]4)=[N:14][CH:15]=3)[N:10]([CH2:26][O:27][CH2:28][CH2:29][Si:30]([CH3:33])([CH3:32])[CH3:31])[N:9]=2)[CH:5]=[CH:4][CH:3]=1)[C:35]1[CH:40]=[CH:39][CH:38]=[CH:37][CH:36]=1. Given the reactants Br[C:2]1[N:7]=[C:6]([C:8]2[C:16]3[C:11](=[N:12][C:13]([NH:17][CH2:18][CH2:19][N:20]4[CH2:25][CH2:24][O:23][CH2:22][CH2:21]4)=[N:14][CH:15]=3)[N:10]([CH2:26][O:27][CH2:28][CH2:29][Si:30]([CH3:33])([CH3:32])[CH3:31])[N:9]=2)[CH:5]=[CH:4][CH:3]=1.[CH2:34]([NH2:41])[C:35]1[CH:40]=[CH:39][CH:38]=[CH:37][CH:36]=1.CN(C1C(C2C(P(C3CCCCC3)C3CCCCC3)=CC=CC=2)=CC=CC=1)C.C(O[Na])(C)(C)C, predict the reaction product. (4) Given the reactants Cl[C:2]1[C:11]2[N:12]=[CH:13][N:14]([CH2:15][CH:16]([CH3:18])[CH3:17])[C:10]=2[C:9]2[CH:8]=[CH:7][CH:6]=[CH:5][C:4]=2[N:3]=1.C([NH2:21])=O.[OH-].[Na+], predict the reaction product. The product is: [NH2:21][C:2]1[C:11]2[N:12]=[CH:13][N:14]([CH2:15][CH:16]([CH3:18])[CH3:17])[C:10]=2[C:9]2[CH:8]=[CH:7][CH:6]=[CH:5][C:4]=2[N:3]=1. (5) Given the reactants [F:1][C:2]1[CH:3]=[CH:4][C:5](/[CH:28]=[CH:29]/[C:30]2[CH:35]=[CH:34][C:33]([O:36][CH3:37])=[CH:32][C:31]=2[CH3:38])=[C:6]([C:8]2[N:13]=[C:12]([N:14]3[C:18]([C:19]([F:22])([F:21])[F:20])=[C:17]([C:23]([O:25][CH2:26][CH3:27])=[O:24])[CH:16]=[N:15]3)[CH:11]=[CH:10][CH:9]=2)[CH:7]=1.OCC1(OC[C@@H](O)[C@@H](O)[C@H]1O)O, predict the reaction product. The product is: [F:1][C:2]1[CH:3]=[CH:4][C:5]([CH2:28][CH2:29][C:30]2[CH:35]=[CH:34][C:33]([O:36][CH3:37])=[CH:32][C:31]=2[CH3:38])=[C:6]([C:8]2[N:13]=[C:12]([N:14]3[C:18]([C:19]([F:22])([F:20])[F:21])=[C:17]([C:23]([O:25][CH2:26][CH3:27])=[O:24])[CH:16]=[N:15]3)[CH:11]=[CH:10][CH:9]=2)[CH:7]=1.